The task is: Predict the product of the given reaction.. This data is from Forward reaction prediction with 1.9M reactions from USPTO patents (1976-2016). (1) The product is: [CH:5]1[CH:6]=[CH:7][CH:8]=[C:9]2[C:4]=1[CH2:3][C:2]1([NH2:1])[CH2:12][C:13]3[CH:18]=[CH:17][CH:16]=[CH:15][C:14]=3[CH:10]12. Given the reactants [NH2:1][C:2]1([CH2:12][C:13]2[CH:18]=[CH:17][CH:16]=[CH:15][CH:14]=2)[CH2:10][C:9]2[C:4](=[CH:5][CH:6]=[CH:7][CH:8]=2)[C:3]1=O.S(=O)(=O)(O)O, predict the reaction product. (2) Given the reactants [C:1]([N:4]1[CH2:9][CH2:8][N:7]([C:10]2[CH:56]=[CH:55][C:13]([O:14][CH2:15][C:16]3[C:20]([C:21]4[CH:22]=[CH:23][CH:24]=[C:25]5[C:29]=4[N:28]([CH2:30][C:31]4[CH:32]=[N:33][CH:34]=[CH:35][CH:36]=4)[C:27]([C:37]([OH:39])=O)=[C:26]5[CH2:40][CH2:41][CH2:42][O:43][C:44]4[CH:49]=[C:48]([CH3:50])[C:47]([Cl:51])=[C:46]([CH3:52])[CH:45]=4)=[C:19]([CH3:53])[N:18]([CH3:54])[N:17]=3)=[CH:12][CH:11]=2)[CH2:6][CH2:5]1)(=[O:3])[CH3:2].[CH3:57][S:58]([NH2:61])(=[O:60])=[O:59], predict the reaction product. The product is: [C:1]([N:4]1[CH2:5][CH2:6][N:7]([C:10]2[CH:11]=[CH:12][C:13]([O:14][CH2:15][C:16]3[C:20]([C:21]4[CH:22]=[CH:23][CH:24]=[C:25]5[C:29]=4[N:28]([CH2:30][C:31]4[CH:32]=[N:33][CH:34]=[CH:35][CH:36]=4)[C:27]([C:37]([NH:61][S:58]([CH3:57])(=[O:60])=[O:59])=[O:39])=[C:26]5[CH2:40][CH2:41][CH2:42][O:43][C:44]4[CH:49]=[C:48]([CH3:50])[C:47]([Cl:51])=[C:46]([CH3:52])[CH:45]=4)=[C:19]([CH3:53])[N:18]([CH3:54])[N:17]=3)=[CH:55][CH:56]=2)[CH2:8][CH2:9]1)(=[O:3])[CH3:2].